Task: Predict the product of the given reaction.. Dataset: Forward reaction prediction with 1.9M reactions from USPTO patents (1976-2016) (1) The product is: [O:22]1[CH2:23][CH2:24][O:25][CH:21]1[C:14]1[CH:15]=[CH:16][C:17]([O:19][CH3:20])=[C:18]2[C:13]=1[CH2:12][CH2:11][C:10](=[O:26])[N:9]2[CH2:8][C:5]1[CH:6]=[N:7][C:2]([N:76]([CH3:75])[C:77]2[CH:82]=[CH:81][CH:80]=[CH:79][CH:78]=2)=[CH:3][CH:4]=1. Given the reactants Cl[C:2]1[N:7]=[CH:6][C:5]([CH2:8][N:9]2[C:18]3[C:13](=[C:14]([CH:21]4[O:25][CH2:24][CH2:23][O:22]4)[CH:15]=[CH:16][C:17]=3[O:19][CH3:20])[CH2:12][CH2:11][C:10]2=[O:26])=[CH:4][CH:3]=1.C1(P(C2C=CC=CC=2)C2C3OC4C(=CC=CC=4P(C4C=CC=CC=4)C4C=CC=CC=4)C(C)(C)C=3C=CC=2)C=CC=CC=1.CC(C)([O-])C.[Na+].[CH3:75][NH:76][C:77]1[CH:82]=[CH:81][CH:80]=[CH:79][CH:78]=1, predict the reaction product. (2) Given the reactants CS(Cl)(=O)=[O:3].[C:6]([NH:13][CH:14]([CH2:17][OH:18])[CH2:15][OH:16])([O:8][C:9]([CH3:12])([CH3:11])[CH3:10])=[O:7].C(N(CC)CC)C, predict the reaction product. The product is: [C:17]([O-:18])(=[O:3])[CH3:14].[C:6]([NH:13][CH:14]([CH2:15][OH:16])[CH2:17][OH:18])([O:8][C:9]([CH3:11])([CH3:12])[CH3:10])=[O:7]. (3) Given the reactants [ClH:1].[F:2][C:3]1[CH:49]=[CH:48][CH:47]=[CH:46][C:4]=1[CH2:5][NH:6][C:7](=[O:45])[CH2:8][CH:9]1[C:15](=[O:16])[N:14]([C:17]2[CH:22]=[CH:21][C:20]([CH2:23][NH:24]C(OC(C)(C)C)=O)=[CH:19][CH:18]=2)[C:13]2[CH:32]=[CH:33][CH:34]=[CH:35][C:12]=2[N:11]([CH2:36][C:37]2[CH:42]=[CH:41][C:40]([OH:43])=[CH:39][CH:38]=2)[C:10]1=[O:44], predict the reaction product. The product is: [ClH:1].[F:2][C:3]1[CH:49]=[CH:48][CH:47]=[CH:46][C:4]=1[CH2:5][NH:6][C:7](=[O:45])[CH2:8][CH:9]1[C:15](=[O:16])[N:14]([C:17]2[CH:18]=[CH:19][C:20]([CH2:23][NH2:24])=[CH:21][CH:22]=2)[C:13]2[CH:32]=[CH:33][CH:34]=[CH:35][C:12]=2[N:11]([CH2:36][C:37]2[CH:38]=[CH:39][C:40]([OH:43])=[CH:41][CH:42]=2)[C:10]1=[O:44]. (4) Given the reactants [CH3:1][O:2][C:3]1[C:4]([CH2:13][N:14]2[CH:19]=[CH:18][CH:17]=[C:16]([C:20](O)=[O:21])[C:15]2=[O:23])=[CH:5][C:6]2[C:11]([CH:12]=1)=[CH:10][CH:9]=[CH:8][CH:7]=2.[NH2:24][C@@H:25]([CH2:33][CH2:34][CH2:35][NH:36][C:37]([NH:39][S:40]([C:43]1[C:44]([CH3:57])=[C:45]2[C:50](=[C:51]([CH3:54])[C:52]=1[CH3:53])[O:49][C:48]([CH3:56])([CH3:55])[CH2:47][CH2:46]2)(=[O:42])=[O:41])=[NH:38])[C:26]([O:28][C:29]([CH3:32])([CH3:31])[CH3:30])=[O:27].CN(C(ON1N=NC2C=CC=CC1=2)=[N+](C)C)C.F[P-](F)(F)(F)(F)F.CCN(C(C)C)C(C)C, predict the reaction product. The product is: [CH3:1][O:2][C:3]1[C:4]([CH2:13][N:14]2[CH:19]=[CH:18][CH:17]=[C:16]([C:20]([NH:24][C@@H:25]([CH2:33][CH2:34][CH2:35][NH:36][C:37]([NH:39][S:40]([C:43]3[C:44]([CH3:57])=[C:45]4[C:50](=[C:51]([CH3:54])[C:52]=3[CH3:53])[O:49][C:48]([CH3:56])([CH3:55])[CH2:47][CH2:46]4)(=[O:41])=[O:42])=[NH:38])[C:26]([O:28][C:29]([CH3:30])([CH3:31])[CH3:32])=[O:27])=[O:21])[C:15]2=[O:23])=[CH:5][C:6]2[C:11]([CH:12]=1)=[CH:10][CH:9]=[CH:8][CH:7]=2. (5) Given the reactants [CH2:1]([N:3]([CH2:14][CH3:15])[C:4](=[O:13])[C:5]1[CH:10]=[CH:9][C:8]([I:11])=[C:7]([OH:12])[CH:6]=1)[CH3:2].C([O-])([O-])=O.[K+].[K+].I[CH:23]([CH3:25])[CH3:24], predict the reaction product. The product is: [CH2:14]([N:3]([CH2:1][CH3:2])[C:4](=[O:13])[C:5]1[CH:10]=[CH:9][C:8]([I:11])=[C:7]([O:12][CH:23]([CH3:25])[CH3:24])[CH:6]=1)[CH3:15]. (6) Given the reactants [CH3:1][O:2][C:3]([C:5]1[CH:10]([C:11]2[CH:16]=[CH:15][CH:14]=[C:13]([N+:17]([O-:19])=[O:18])[CH:12]=2)[C:9]([C:20]([OH:22])=[O:21])=[C:8]([CH3:23])[NH:7][C:6]=1[CH3:24])=[O:4].C1(N=C=NC2CCCCC2)CCCCC1.CN(C1C=CC=CN=1)C.[CH:49]([N:62]1[CH2:67][CH2:66][N:65]([CH2:68][CH2:69]O)[CH2:64][CH2:63]1)([C:56]1[CH:61]=[CH:60][CH:59]=[CH:58][CH:57]=1)[C:50]1[CH:55]=[CH:54][CH:53]=[CH:52][CH:51]=1, predict the reaction product. The product is: [CH3:24][C:6]1[NH:7][C:8]([CH3:23])=[C:9]([C:20]([O:22][CH2:69][CH2:68][N:65]2[CH2:64][CH2:63][N:62]([CH:49]([C:56]3[CH:57]=[CH:58][CH:59]=[CH:60][CH:61]=3)[C:50]3[CH:51]=[CH:52][CH:53]=[CH:54][CH:55]=3)[CH2:67][CH2:66]2)=[O:21])[CH:10]([C:11]2[CH:16]=[CH:15][CH:14]=[C:13]([N+:17]([O-:19])=[O:18])[CH:12]=2)[C:5]=1[C:3]([O:2][CH3:1])=[O:4]. (7) Given the reactants [NH2:1][C:2]1[CH:3]=[C:4]([C:12]([O:14][CH3:15])=[O:13])[C:5]([C:8]([O:10][CH3:11])=[O:9])=[CH:6][CH:7]=1.[C:16]([O-])([O-])=O.[K+].[K+].CN(C)[C:24](=O)[CH3:25].[CH2:28](Cl)[C:29]1[CH:34]=[CH:33][CH:32]=[CH:31][CH:30]=1.[C:36](OC)([CH3:39])([CH3:38])[CH3:37], predict the reaction product. The product is: [CH2:28]([N:1]([CH2:37][C:36]1[CH:39]=[CH:25][CH:24]=[CH:16][CH:38]=1)[C:2]1[CH:3]=[C:4]([C:12]([O:14][CH3:15])=[O:13])[C:5]([C:8]([O:10][CH3:11])=[O:9])=[CH:6][CH:7]=1)[C:29]1[CH:34]=[CH:33][CH:32]=[CH:31][CH:30]=1.